Dataset: Full USPTO retrosynthesis dataset with 1.9M reactions from patents (1976-2016). Task: Predict the reactants needed to synthesize the given product. (1) Given the product [CH3:8][N:7]1[C:3]([CH2:2][C:10]#[N:11])=[C:4]([CH3:9])[CH:5]=[N:6]1, predict the reactants needed to synthesize it. The reactants are: Cl[CH2:2][C:3]1[N:7]([CH3:8])[N:6]=[CH:5][C:4]=1[CH3:9].[C-:10]#[N:11].[K+]. (2) The reactants are: [OH:1][C@@H:2]1[CH2:25][CH2:24][C@@:23]2([CH3:26])[C@H:4](/[C:5](=[CH:29]\[CH3:30])/[C:6](=[O:28])[C@@H:7]3[C@@H:22]2[CH2:21][CH2:20][C@@:19]2([CH3:27])[C@H:8]3[CH2:9][CH2:10][C@@H:11]2[C@H:12]([CH3:18])[CH2:13][CH2:14][C:15]([OH:17])=[O:16])[CH2:3]1.[H][H]. Given the product [OH:1][C@@H:2]1[CH2:25][CH2:24][C@@:23]2([CH3:26])[C@H:4]([C@H:5]([CH2:29][CH3:30])[C:6](=[O:28])[C@@H:7]3[C@@H:22]2[CH2:21][CH2:20][C@@:19]2([CH3:27])[C@H:8]3[CH2:9][CH2:10][C@@H:11]2[C@H:12]([CH3:18])[CH2:13][CH2:14][C:15]([OH:17])=[O:16])[CH2:3]1, predict the reactants needed to synthesize it. (3) Given the product [N:16]1([C:13]2[CH:14]=[CH:15][C:10]([C:2]3[S:1][CH:5]=[CH:4][CH:3]=3)=[CH:11][CH:12]=2)[CH2:20][CH2:19][CH2:18][CH2:17]1, predict the reactants needed to synthesize it. The reactants are: [S:1]1[CH:5]=[CH:4][CH:3]=[C:2]1B(O)O.Br[C:10]1[CH:15]=[CH:14][C:13]([N:16]2[CH2:20][CH2:19][CH2:18][CH2:17]2)=[CH:12][CH:11]=1. (4) Given the product [O:14]=[C:13]([N:15]1[CH2:16][CH2:17][N:18]([C:21](=[O:32])[C:22]2[CH:27]=[CH:26][CH:25]=[CH:24][C:23]=2[C:28]([F:31])([F:29])[F:30])[CH2:19][CH2:20]1)[CH2:12][NH:11][C:66]([C:56]1[CH:57]=[N:58][N:59]([C:60]2[CH:65]=[CH:64][CH:63]=[CH:62][CH:61]=2)[C:55]=1[CH3:54])=[O:67], predict the reactants needed to synthesize it. The reactants are: CCN(C(C)C)C(C)C.Cl.[NH2:11][CH2:12][C:13]([N:15]1[CH2:20][CH2:19][N:18]([C:21](=[O:32])[C:22]2[CH:27]=[CH:26][CH:25]=[CH:24][C:23]=2[C:28]([F:31])([F:30])[F:29])[CH2:17][CH2:16]1)=[O:14].C1C=CC2N(O)N=NC=2C=1.CCN=C=NCCCN(C)C.[CH3:54][C:55]1[N:59]([C:60]2[CH:65]=[CH:64][CH:63]=[CH:62][CH:61]=2)[N:58]=[CH:57][C:56]=1[C:66](O)=[O:67]. (5) Given the product [NH2:1][C:2]1[N:10]=[CH:9][N:8]=[C:7]2[C:3]=1[N:4]=[CH:5][N:6]2[C@H:11]1[C@@H:15]2[O:16][C:17]([CH3:19])([CH3:20])[O:18][C@@H:14]2[C@@H:13]([CH2:21][N:22]([CH2:27][CH2:28][CH2:29][CH2:30][C:31]([OH:33])=[O:32])[S:23]([CH3:26])(=[O:25])=[O:24])[O:12]1, predict the reactants needed to synthesize it. The reactants are: [NH2:1][C:2]1[N:10]=[CH:9][N:8]=[C:7]2[C:3]=1[N:4]=[CH:5][N:6]2[C@H:11]1[C@@H:15]2[O:16][C:17]([CH3:20])([CH3:19])[O:18][C@@H:14]2[C@@H:13]([CH2:21][N:22]([CH2:27][CH2:28][CH2:29][CH2:30][C:31]([O:33]C)=[O:32])[S:23]([CH3:26])(=[O:25])=[O:24])[O:12]1.[Li+].[OH-].Cl. (6) The reactants are: [C:1]([NH:4][NH2:5])(N)=[NH:2].Cl.[CH2:7]([N:9]=[C:10]=[S:11])[CH3:8].O.C([O-])([O-])=O.[K+].[K+]. Given the product [NH2:2][C:1]1[N:9]([CH2:7][CH3:8])[C:10]([SH:11])=[N:5][N:4]=1, predict the reactants needed to synthesize it. (7) Given the product [CH3:1][O:2][C:3]1[CH:4]=[C:5]([CH:6]=[CH:7][C:8]=1[O:9][CH3:10])[CH2:11][N:12]([CH2:33][C:32]1[CH:35]=[CH:36][C:29]([O:28][CH3:27])=[CH:30][CH:31]=1)[S:14]([C:17]1[CH:26]=[CH:25][C:20]([C:21]([OH:23])=[O:22])=[CH:19][CH:18]=1)(=[O:16])=[O:15], predict the reactants needed to synthesize it. The reactants are: [CH3:1][O:2][C:3]1[CH:4]=[C:5]([CH2:11][NH2:12])[CH:6]=[CH:7][C:8]=1[O:9][CH3:10].Cl[S:14]([C:17]1[CH:26]=[CH:25][C:20]([C:21]([O:23]C)=[O:22])=[CH:19][CH:18]=1)(=[O:16])=[O:15].[CH3:27][O:28][C:29]1[CH:36]=[CH:35][C:32]([CH2:33]Br)=[CH:31][CH:30]=1.